Dataset: Forward reaction prediction with 1.9M reactions from USPTO patents (1976-2016). Task: Predict the product of the given reaction. (1) Given the reactants [C:1](Cl)(=[O:10])[CH:2]=[CH:3][C:4]1[CH:9]=[CH:8][CH:7]=[CH:6][CH:5]=1.[NH2:12][C:13]1[CH:18]=[CH:17][C:16]([C:19](=[O:26])[CH2:20][CH2:21][C:22]([O:24]C)=[O:23])=[CH:15][CH:14]=1, predict the reaction product. The product is: [C:1]([NH:12][C:13]1[CH:14]=[CH:15][C:16]([C:19](=[O:26])[CH2:20][CH2:21][C:22]([OH:24])=[O:23])=[CH:17][CH:18]=1)(=[O:10])[CH:2]=[CH:3][C:4]1[CH:9]=[CH:8][CH:7]=[CH:6][CH:5]=1. (2) Given the reactants [CH:1]1([NH:7][C:8]2[N:13]=[CH:12][N:11]=[C:10]([C:14]([OH:16])=O)[CH:9]=2)[CH2:6][CH2:5][CH2:4][CH2:3][CH2:2]1.[NH2:17][C:18]1[CH:23]=[CH:22][C:21]([OH:24])=[CH:20][C:19]=1[F:25], predict the reaction product. The product is: [CH:1]1([NH:7][C:8]2[N:13]=[CH:12][N:11]=[C:10]([C:14]([NH:17][C:18]3[CH:23]=[CH:22][C:21]([OH:24])=[CH:20][C:19]=3[F:25])=[O:16])[CH:9]=2)[CH2:2][CH2:3][CH2:4][CH2:5][CH2:6]1. (3) The product is: [NH2:7][C:8]1[S:9][CH2:10][C@@H:11]2[C@@H:16]([C:17]([F:19])([F:18])[F:20])[O:15][CH2:14][C@:12]2([C:21]2[CH:26]=[C:25]([NH:27][C:39]([C:36]3[CH:35]=[N:34][C:33]([CH:32]([F:42])[F:31])=[CH:38][N:37]=3)=[O:40])[CH:24]=[C:23]([F:28])[C:22]=2[F:29])[N:13]=1. Given the reactants C(OC(=O)[NH:7][C:8]1[S:9][CH2:10][C@@H:11]2[C@@H:16]([C:17]([F:20])([F:19])[F:18])[O:15][CH2:14][C@:12]2([C:21]2[CH:26]=[C:25]([NH2:27])[CH:24]=[C:23]([F:28])[C:22]=2[F:29])[N:13]=1)(C)(C)C.[F:31][CH:32]([F:42])[C:33]1[N:34]=[CH:35][C:36]([C:39](O)=[O:40])=[N:37][CH:38]=1, predict the reaction product. (4) The product is: [NH2:10][C:3]1[CH:4]=[C:5]([CH:8]=[CH:9][C:2]=1[F:1])[C:6]#[N:7]. Given the reactants [F:1][C:2]1[CH:9]=[CH:8][C:5]([C:6]#[N:7])=[CH:4][C:3]=1[N+:10]([O-])=O, predict the reaction product. (5) The product is: [N+:1]([C:4]1[CH:5]=[C:6]2[C:10](=[CH:11][CH:12]=1)[CH2:9][NH:8][CH2:7]2)([O-:3])=[O:2]. Given the reactants [N+:1]([C:4]1[CH:5]=[C:6]2[C:10](=[CH:11][CH:12]=1)[C:9](=O)[NH:8][C:7]2=O)([O-:3])=[O:2].BrC1C=C2C(=CC=1)CNC2.B(F)(F)F.CCOCC.B.C1COCC1, predict the reaction product. (6) Given the reactants [NH2:1][C:2]1[CH:11]=[C:10]2[C:5]([C:6]([NH:14][C:15]3[CH:20]=[C:19]([O:21][CH3:22])[CH:18]=[CH:17][C:16]=3[CH3:23])=[C:7]([C:12]#[N:13])[CH:8]=[N:9]2)=[CH:4][C:3]=1[NH:24][C:25]([NH:27][CH2:28][CH2:29][N:30]1[CH2:35][CH2:34][O:33][CH2:32][CH2:31]1)=S.NC1C=C2C(=CC=1N(CCN1CCOCC1)C(N)=S)N=CC(C#N)=C2NC1C=C(OC)C=CC=1C.[S], predict the reaction product. The product is: [CH3:22][O:21][C:19]1[CH:18]=[CH:17][C:16]([CH3:23])=[C:15]([CH:20]=1)[NH:14][C:6]1[C:5]2[CH:4]=[C:3]3[N:24]=[C:25]([NH:27][CH2:28][CH2:29][N:30]4[CH2:35][CH2:34][O:33][CH2:32][CH2:31]4)[N:1]=[C:2]3[CH2:11][C:10]=2[N:9]=[CH:8][C:7]=1[C:12]#[N:13].